Task: Predict the product of the given reaction.. Dataset: Forward reaction prediction with 1.9M reactions from USPTO patents (1976-2016) (1) The product is: [CH3:19][N:2]([CH3:1])[C:3]1[N:4]=[CH:5][C:6]([C:29]2[CH:30]=[CH:31][C:32]3[N:38]4[CH2:39][C@H:35]([CH2:36][CH2:37]4)[N:34]([C:40]([NH:42][C:43]4[CH:48]=[CH:47][CH:46]=[CH:45][N:44]=4)=[O:41])[C:33]=3[N:49]=2)=[C:7]([CH3:9])[CH:8]=1. Given the reactants [CH3:1][N:2]([CH3:19])[C:3]1[CH:8]=[C:7]([CH3:9])[C:6](B2OC(C)(C)C(C)(C)O2)=[CH:5][N:4]=1.[O-]P([O-])([O-])=O.[K+].[K+].[K+].Cl[C:29]1[CH:30]=[CH:31][C:32]2[N:38]3[CH2:39][C@H:35]([CH2:36][CH2:37]3)[N:34]([C:40]([NH:42][C:43]3[CH:48]=[CH:47][CH:46]=[CH:45][N:44]=3)=[O:41])[C:33]=2[N:49]=1.CC(C1C=C(C(C)C)C(C2C=CC=CC=2P(C2CCCCC2)C2CCCCC2)=C(C(C)C)C=1)C, predict the reaction product. (2) The product is: [CH:1]1([N:5]2[CH2:11][CH2:10][C:9]3[CH:12]=[CH:13][C:14]([O:16][CH2:17][CH2:18][CH2:19][C:20]([OH:22])=[O:21])=[CH:15][C:8]=3[CH2:7][CH2:6]2)[CH2:2][CH2:3][CH2:4]1. Given the reactants [CH:1]1([N:5]2[CH2:11][CH2:10][C:9]3[CH:12]=[CH:13][C:14]([O:16][CH2:17][CH2:18][CH2:19][C:20]([O:22]CC)=[O:21])=[CH:15][C:8]=3[CH2:7][CH2:6]2)[CH2:4][CH2:3][CH2:2]1.[OH-].[Na+], predict the reaction product.